This data is from Full USPTO retrosynthesis dataset with 1.9M reactions from patents (1976-2016). The task is: Predict the reactants needed to synthesize the given product. (1) Given the product [Br:1][C:2]1[CH:9]=[C:8]([F:10])[C:7]([CH2:11][O:12][CH3:14])=[CH:6][C:3]=1[C:4]#[N:5], predict the reactants needed to synthesize it. The reactants are: [Br:1][C:2]1[CH:9]=[C:8]([F:10])[C:7]([CH2:11][OH:12])=[CH:6][C:3]=1[C:4]#[N:5].I[CH3:14]. (2) Given the product [N:1]1([C:7]2[C:8]3[CH:31]=[CH:30][N:29]([CH2:32][CH2:33][N:35]4[CH2:40][CH2:39][CH2:38][CH2:37][CH2:36]4)[C:9]=3[N:10]=[C:11]([C:13]3[CH:18]=[CH:17][C:16]([NH:19][C:20]([NH:22][C:23]4[CH:24]=[CH:25][N:26]=[CH:27][CH:28]=4)=[O:21])=[CH:15][CH:14]=3)[N:12]=2)[CH2:6][CH2:5][O:4][CH2:3][CH2:2]1, predict the reactants needed to synthesize it. The reactants are: [N:1]1([C:7]2[C:8]3[CH:31]=[CH:30][N:29]([CH2:32][CH:33]=O)[C:9]=3[N:10]=[C:11]([C:13]3[CH:18]=[CH:17][C:16]([NH:19][C:20]([NH:22][C:23]4[CH:28]=[CH:27][N:26]=[CH:25][CH:24]=4)=[O:21])=[CH:15][CH:14]=3)[N:12]=2)[CH2:6][CH2:5][O:4][CH2:3][CH2:2]1.[NH:35]1[CH2:40][CH2:39][CH2:38][CH2:37][CH2:36]1. (3) The reactants are: [CH3:1][C:2]1[C:6]([C:7]2[CH:8]=[C:9](I)[C:10]3[N:14]=[C:13]([NH2:15])[NH:12][C:11]=3[CH:16]=2)=[C:5]([CH3:18])[O:4][N:3]=1.[CH3:19][C:20]1[C:24](B2OC(C)(C)C(C)(C)O2)=[C:23]([CH3:34])[NH:22][N:21]=1.C(=O)([O-])[O-].[Cs+].[Cs+].ICCC. Given the product [CH3:19][C:20]1[C:24]([C:9]2[C:10]3[N:14]=[C:13]([NH2:15])[NH:12][C:11]=3[CH:16]=[C:7]([C:6]3[C:2]([CH3:1])=[N:3][O:4][C:5]=3[CH3:18])[CH:8]=2)=[C:23]([CH3:34])[NH:22][N:21]=1, predict the reactants needed to synthesize it. (4) Given the product [CH3:15][O:11][C:9]([C:5]1[CH:6]=[C:7]([CH3:8])[NH:2][C:3](=[O:12])[CH:4]=1)=[O:10], predict the reactants needed to synthesize it. The reactants are: C[N:2]1[C:7]([CH3:8])=[CH:6][C:5]([C:9]([OH:11])=[O:10])=[CH:4][C:3]1=[O:12].Cl[Si](C)(C)[CH3:15]. (5) Given the product [CH3:38][C:39]1([CH3:47])[O:43][C@@H:42]([CH2:44][CH2:45][NH:46][C:3]([CH:17]2[CH:16]([C:28]3[CH:33]=[CH:32][CH:31]=[C:30]([Cl:34])[C:29]=3[F:35])[C:15]([C:12]3[CH:11]=[CH:10][C:9]([Br:8])=[CH:14][N:13]=3)([C:36]#[N:37])[CH:19]([CH2:20][C:21]([CH3:23])([CH3:24])[CH3:22])[NH:18]2)=[O:4])[CH2:41][O:40]1, predict the reactants needed to synthesize it. The reactants are: FC(F)(F)[C:3](O)=[O:4].[Br:8][C:9]1[CH:10]=[CH:11][C:12]([C:15]2([C:36]#[N:37])[CH:19]([CH2:20][C:21]([CH3:24])([CH3:23])[CH3:22])[NH:18][CH:17](C(O)=O)[CH:16]2[C:28]2[CH:33]=[CH:32][CH:31]=[C:30]([Cl:34])[C:29]=2[F:35])=[N:13][CH:14]=1.[CH3:38][C:39]1([CH3:47])[O:43][C@@H:42]([CH2:44][CH2:45][NH2:46])[CH2:41][O:40]1.CN(C(ON1N=NC2C=CC=NC1=2)=[N+](C)C)C.F[P-](F)(F)(F)(F)F.CCN(C(C)C)C(C)C. (6) Given the product [CH3:37][C:36]1[CH:21]=[CH:20][C:19]([S:16]([NH:6][C@H:34]([C:32]([NH:12][CH2:11][CH2:10][CH2:9][CH2:8][C@H:7]([N:6]([S:16]([C:19]2[CH:24]=[CH:23][C:22]([CH3:25])=[CH:21][CH:20]=2)(=[O:18])=[O:17])[CH2:2][CH:3]([CH3:4])[CH3:5])[C:13]([OH:15])=[O:14])=[O:33])[CH2:39][C:35]2[CH:4]=[CH:3][CH:2]=[CH:37][CH:36]=2)(=[O:28])=[O:26])=[CH:39][CH:35]=1, predict the reactants needed to synthesize it. The reactants are: Cl.[CH2:2]([N:6]([S:16]([C:19]1[CH:24]=[CH:23][C:22]([CH3:25])=[CH:21][CH:20]=1)(=[O:18])=[O:17])[C@H:7]([C:13]([OH:15])=[O:14])[CH2:8][CH2:9][CH2:10][CH2:11][NH2:12])[CH:3]([CH3:5])[CH3:4].[OH-:26].[Na+].[OH2:28].CCO[C:32]([CH3:34])=[O:33].[CH2:35]1[CH2:39]O[CH2:37][CH2:36]1. (7) Given the product [F:1][C:2]1[CH:7]=[CH:6][C:5]([C:8]2[CH:9]=[C:10]3[C:15](=[CH:16][CH:17]=2)[CH:14]=[C:13]([S:18]([C:23]2[CH:28]=[CH:27][CH:26]=[CH:25][C:24]=2[C@@H:29]([OH:31])[CH3:30])(=[O:20])=[O:19])[CH:12]=[CH:11]3)=[CH:4][CH:3]=1, predict the reactants needed to synthesize it. The reactants are: [F:1][C:2]1[CH:7]=[CH:6][C:5]([C:8]2[CH:9]=[C:10]3[C:15](=[CH:16][CH:17]=2)[CH:14]=[C:13]([S:18]([O-:20])=[O:19])[CH:12]=[CH:11]3)=[CH:4][CH:3]=1.[Na+].Br[C:23]1[CH:28]=[CH:27][CH:26]=[CH:25][C:24]=1[C@@H:29]([OH:31])[CH3:30].N.O.